From a dataset of NCI-60 drug combinations with 297,098 pairs across 59 cell lines. Regression. Given two drug SMILES strings and cell line genomic features, predict the synergy score measuring deviation from expected non-interaction effect. (1) Drug 1: CN(C)C1=NC(=NC(=N1)N(C)C)N(C)C. Drug 2: C1CNP(=O)(OC1)N(CCCl)CCCl. Cell line: MALME-3M. Synergy scores: CSS=-1.52, Synergy_ZIP=1.82, Synergy_Bliss=-0.903, Synergy_Loewe=-5.42, Synergy_HSA=-6.66. (2) Cell line: MCF7. Drug 2: C1=CN(C=N1)CC(O)(P(=O)(O)O)P(=O)(O)O. Synergy scores: CSS=-6.40, Synergy_ZIP=1.73, Synergy_Bliss=-2.45, Synergy_Loewe=-7.46, Synergy_HSA=-7.05. Drug 1: CCCCCOC(=O)NC1=NC(=O)N(C=C1F)C2C(C(C(O2)C)O)O. (3) Drug 1: C(CC(=O)O)C(=O)CN.Cl. Drug 2: C1=NNC2=C1C(=O)NC=N2. Cell line: HOP-62. Synergy scores: CSS=15.5, Synergy_ZIP=-6.82, Synergy_Bliss=-1.78, Synergy_Loewe=0.362, Synergy_HSA=1.00. (4) Drug 1: CCC1(CC2CC(C3=C(CCN(C2)C1)C4=CC=CC=C4N3)(C5=C(C=C6C(=C5)C78CCN9C7C(C=CC9)(C(C(C8N6C=O)(C(=O)OC)O)OC(=O)C)CC)OC)C(=O)OC)O.OS(=O)(=O)O. Drug 2: C1=NC2=C(N=C(N=C2N1C3C(C(C(O3)CO)O)F)Cl)N. Cell line: T-47D. Synergy scores: CSS=-0.448, Synergy_ZIP=-6.20, Synergy_Bliss=-13.2, Synergy_Loewe=-21.7, Synergy_HSA=-14.4. (5) Drug 1: CC1C(C(CC(O1)OC2CC(CC3=C2C(=C4C(=C3O)C(=O)C5=C(C4=O)C(=CC=C5)OC)O)(C(=O)C)O)N)O.Cl. Drug 2: CN(CCCl)CCCl.Cl. Cell line: MDA-MB-435. Synergy scores: CSS=-4.22, Synergy_ZIP=1.50, Synergy_Bliss=-0.545, Synergy_Loewe=-15.8, Synergy_HSA=-6.59. (6) Drug 1: CCC1=CC2CC(C3=C(CN(C2)C1)C4=CC=CC=C4N3)(C5=C(C=C6C(=C5)C78CCN9C7C(C=CC9)(C(C(C8N6C)(C(=O)OC)O)OC(=O)C)CC)OC)C(=O)OC.C(C(C(=O)O)O)(C(=O)O)O. Drug 2: CC(C)NC(=O)C1=CC=C(C=C1)CNNC.Cl. Cell line: IGROV1. Synergy scores: CSS=35.0, Synergy_ZIP=2.56, Synergy_Bliss=4.57, Synergy_Loewe=-52.9, Synergy_HSA=2.38.